This data is from Choline transporter screen with 302,306 compounds. The task is: Binary Classification. Given a drug SMILES string, predict its activity (active/inactive) in a high-throughput screening assay against a specified biological target. (1) The result is 0 (inactive). The compound is S1CCC(NC(=O)CSCc2ccccc2)C1=O. (2) The molecule is O=C/1N(Cc2ccccc2)C(=O)NC(=O)C1=C(\NNC(=O)c1ccccc1)C. The result is 0 (inactive). (3) The compound is O1CCC(OC(=O)c2cc(NC(=O)C)ccc2)C1=O. The result is 0 (inactive). (4) The drug is S(Oc1c(cccc1)C)(=O)(=O)c1c(=O)n(c(=O)n(c1)C)C. The result is 0 (inactive).